From a dataset of Forward reaction prediction with 1.9M reactions from USPTO patents (1976-2016). Predict the product of the given reaction. (1) Given the reactants [H-].[Na+].[NH:3]1[CH:7]=[C:6]([C:8]2[CH:9]=[N:10][CH:11]=[CH:12][CH:13]=2)[N:5]=[CH:4]1.Br[CH2:15][C:16]([O:18][CH3:19])=[O:17], predict the reaction product. The product is: [N:10]1[CH:11]=[CH:12][CH:13]=[C:8]([C:6]2[N:5]=[CH:4][N:3]([CH2:15][C:16]([O:18][CH3:19])=[O:17])[CH:7]=2)[CH:9]=1. (2) The product is: [C:21]([O:20][C:19](=[O:25])[NH:18][C@H:3]([C:1]1[NH:28][N:27]=[N:26][N:2]=1)[CH2:4][C:5]1[CH:6]=[CH:7][C:8]([C:11]2[CH:16]=[CH:15][CH:14]=[C:13]([CH3:17])[CH:12]=2)=[CH:9][CH:10]=1)([CH3:22])([CH3:24])[CH3:23]. Given the reactants [C:1]([C@@H:3]([NH:18][C:19](=[O:25])[O:20][C:21]([CH3:24])([CH3:23])[CH3:22])[CH2:4][C:5]1[CH:10]=[CH:9][C:8]([C:11]2[CH:16]=[CH:15][CH:14]=[C:13]([CH3:17])[CH:12]=2)=[CH:7][CH:6]=1)#[N:2].[N-:26]=[N+:27]=[N-:28].[Na+].O, predict the reaction product.